From a dataset of Reaction yield outcomes from USPTO patents with 853,638 reactions. Predict the reaction yield, written as a fraction of the theoretical maximum amount of product (1.0 means a 100% yield; for example, 0.34 means a 34% yield). The reactants are [ClH:1].[N:2]1([CH2:8][CH2:9][CH2:10][O:11][C:12]2[CH:13]=[C:14]([CH2:28][CH2:29][CH2:30][CH2:31][C:32]3[CH:37]=[CH:36][C:35]([O:38][CH2:39][CH2:40][CH2:41][N:42]4[CH2:47][CH2:46][CH2:45][CH2:44][CH2:43]4)=[C:34]([O:48][CH2:49][CH2:50][CH2:51][N:52]4[CH2:57][CH2:56][CH2:55][CH2:54][CH2:53]4)[CH:33]=3)[CH:15]=[CH:16][C:17]=2[O:18][CH2:19][CH2:20][CH2:21][N:22]2[CH2:27][CH2:26][CH2:25][CH2:24][CH2:23]2)[CH2:7][CH2:6][CH2:5][CH2:4][CH2:3]1.CCOCC. The catalyst is C(O)C. The product is [ClH:1].[ClH:1].[ClH:1].[ClH:1].[N:2]1([CH2:8][CH2:9][CH2:10][O:11][C:12]2[CH:13]=[C:14]([CH2:28][CH2:29][CH2:30][CH2:31][C:32]3[CH:37]=[CH:36][C:35]([O:38][CH2:39][CH2:40][CH2:41][N:42]4[CH2:43][CH2:44][CH2:45][CH2:46][CH2:47]4)=[C:34]([O:48][CH2:49][CH2:50][CH2:51][N:52]4[CH2:53][CH2:54][CH2:55][CH2:56][CH2:57]4)[CH:33]=3)[CH:15]=[CH:16][C:17]=2[O:18][CH2:19][CH2:20][CH2:21][N:22]2[CH2:23][CH2:24][CH2:25][CH2:26][CH2:27]2)[CH2:7][CH2:6][CH2:5][CH2:4][CH2:3]1. The yield is 0.832.